Dataset: NCI-60 drug combinations with 297,098 pairs across 59 cell lines. Task: Regression. Given two drug SMILES strings and cell line genomic features, predict the synergy score measuring deviation from expected non-interaction effect. Drug 1: CN(C)C1=NC(=NC(=N1)N(C)C)N(C)C. Drug 2: CCN(CC)CCCC(C)NC1=C2C=C(C=CC2=NC3=C1C=CC(=C3)Cl)OC. Cell line: HOP-62. Synergy scores: CSS=14.6, Synergy_ZIP=-6.58, Synergy_Bliss=-0.588, Synergy_Loewe=-24.9, Synergy_HSA=-4.73.